Dataset: Reaction yield outcomes from USPTO patents with 853,638 reactions. Task: Predict the reaction yield, written as a fraction of the theoretical maximum amount of product (1.0 means a 100% yield; for example, 0.34 means a 34% yield). (1) The reactants are C(OC([N:8]1[CH2:13][CH2:12][N:11]([C:14]2[N:19]3[N:20]=[C:21]([CH3:23])[N:22]=[C:18]3[C:17]3[CH:24]=[C:25]([Cl:28])[CH:26]=[N:27][C:16]=3[N:15]=2)[CH2:10][CH2:9]1)=O)(C)(C)C.C(O)(C(F)(F)F)=O. The catalyst is C(Cl)Cl. The product is [Cl:28][C:25]1[CH:26]=[N:27][C:16]2[N:15]=[C:14]([N:11]3[CH2:12][CH2:13][NH:8][CH2:9][CH2:10]3)[N:19]3[N:20]=[C:21]([CH3:23])[N:22]=[C:18]3[C:17]=2[CH:24]=1. The yield is 1.00. (2) The reactants are [C:1]([C:5]1[CH:10]=[C:9]([Br:11])[C:8]([N+:12]([O-:14])=[O:13])=[CH:7][C:6]=1[OH:15])([CH3:4])([CH3:3])[CH3:2].C([O-])([O-])=O.[Cs+].[Cs+].[CH2:22](Br)[C:23]1[CH:28]=[CH:27][CH:26]=[CH:25][CH:24]=1. The catalyst is CN(C=O)C.O. The product is [C:1]([C:5]1[CH:10]=[C:9]([Br:11])[C:8]([N+:12]([O-:14])=[O:13])=[CH:7][C:6]=1[O:15][CH2:22][C:23]1[CH:28]=[CH:27][CH:26]=[CH:25][CH:24]=1)([CH3:4])([CH3:2])[CH3:3]. The yield is 0.940. (3) The reactants are [C:1]([O:5][C:6]([NH:8][C@@H:9]1[CH2:18][CH2:17][C:12]2([O:16][CH2:15][CH2:14][O:13]2)[C@H:11]([S:19]C(=O)C2C=CC=CC=2)[CH2:10]1)=[O:7])([CH3:4])([CH3:3])[CH3:2].NN. The catalyst is ClCCl. The product is [C:1]([O:5][C:6](=[O:7])[NH:8][C@@H:9]1[CH2:18][CH2:17][C:12]2([O:13][CH2:14][CH2:15][O:16]2)[C@H:11]([SH:19])[CH2:10]1)([CH3:4])([CH3:2])[CH3:3]. The yield is 0.950.